From a dataset of NCI-60 drug combinations with 297,098 pairs across 59 cell lines. Regression. Given two drug SMILES strings and cell line genomic features, predict the synergy score measuring deviation from expected non-interaction effect. (1) Drug 1: CCN(CC)CCNC(=O)C1=C(NC(=C1C)C=C2C3=C(C=CC(=C3)F)NC2=O)C. Drug 2: CC(C)NC(=O)C1=CC=C(C=C1)CNNC.Cl. Cell line: KM12. Synergy scores: CSS=45.2, Synergy_ZIP=-0.635, Synergy_Bliss=-1.59, Synergy_Loewe=-44.8, Synergy_HSA=-1.61. (2) Drug 1: CCC1=CC2CC(C3=C(CN(C2)C1)C4=CC=CC=C4N3)(C5=C(C=C6C(=C5)C78CCN9C7C(C=CC9)(C(C(C8N6C)(C(=O)OC)O)OC(=O)C)CC)OC)C(=O)OC.C(C(C(=O)O)O)(C(=O)O)O. Drug 2: C1=CN(C(=O)N=C1N)C2C(C(C(O2)CO)O)O.Cl. Cell line: UO-31. Synergy scores: CSS=19.3, Synergy_ZIP=-5.26, Synergy_Bliss=-4.89, Synergy_Loewe=-4.37, Synergy_HSA=-0.533. (3) Drug 1: CCCCC(=O)OCC(=O)C1(CC(C2=C(C1)C(=C3C(=C2O)C(=O)C4=C(C3=O)C=CC=C4OC)O)OC5CC(C(C(O5)C)O)NC(=O)C(F)(F)F)O. Drug 2: CN(CCCl)CCCl.Cl. Cell line: KM12. Synergy scores: CSS=71.4, Synergy_ZIP=-1.66, Synergy_Bliss=-0.601, Synergy_Loewe=-0.333, Synergy_HSA=3.86. (4) Drug 1: CC(C1=C(C=CC(=C1Cl)F)Cl)OC2=C(N=CC(=C2)C3=CN(N=C3)C4CCNCC4)N. Drug 2: C1=CC(=C2C(=C1NCCNCCO)C(=O)C3=C(C=CC(=C3C2=O)O)O)NCCNCCO. Cell line: RXF 393. Synergy scores: CSS=26.1, Synergy_ZIP=8.37, Synergy_Bliss=9.29, Synergy_Loewe=-0.530, Synergy_HSA=10.5. (5) Drug 1: CC12CCC3C(C1CCC2=O)CC(=C)C4=CC(=O)C=CC34C. Drug 2: CCN(CC)CCCC(C)NC1=C2C=C(C=CC2=NC3=C1C=CC(=C3)Cl)OC. Cell line: T-47D. Synergy scores: CSS=35.1, Synergy_ZIP=-8.96, Synergy_Bliss=-4.45, Synergy_Loewe=-7.81, Synergy_HSA=-4.62. (6) Drug 1: CNC(=O)C1=CC=CC=C1SC2=CC3=C(C=C2)C(=NN3)C=CC4=CC=CC=N4. Drug 2: CC1=C(C(CCC1)(C)C)C=CC(=CC=CC(=CC(=O)O)C)C. Cell line: SF-295. Synergy scores: CSS=12.0, Synergy_ZIP=-2.72, Synergy_Bliss=-2.62, Synergy_Loewe=-0.670, Synergy_HSA=-0.310. (7) Drug 1: CC1=C(C=C(C=C1)NC2=NC=CC(=N2)N(C)C3=CC4=NN(C(=C4C=C3)C)C)S(=O)(=O)N.Cl. Synergy scores: CSS=5.59, Synergy_ZIP=-4.15, Synergy_Bliss=-3.86, Synergy_Loewe=-4.78, Synergy_HSA=-3.41. Cell line: HOP-92. Drug 2: CN1C2=C(C=C(C=C2)N(CCCl)CCCl)N=C1CCCC(=O)O.Cl. (8) Drug 1: CC1=C(C=C(C=C1)NC(=O)C2=CC=C(C=C2)CN3CCN(CC3)C)NC4=NC=CC(=N4)C5=CN=CC=C5. Drug 2: CC1C(C(CC(O1)OC2CC(CC3=C2C(=C4C(=C3O)C(=O)C5=CC=CC=C5C4=O)O)(C(=O)C)O)N)O. Cell line: IGROV1. Synergy scores: CSS=49.2, Synergy_ZIP=0.845, Synergy_Bliss=0.502, Synergy_Loewe=-32.2, Synergy_HSA=-0.736.